This data is from CYP3A4 inhibition data for predicting drug metabolism from PubChem BioAssay. The task is: Regression/Classification. Given a drug SMILES string, predict its absorption, distribution, metabolism, or excretion properties. Task type varies by dataset: regression for continuous measurements (e.g., permeability, clearance, half-life) or binary classification for categorical outcomes (e.g., BBB penetration, CYP inhibition). Dataset: cyp3a4_veith. (1) The drug is O=S(=O)(Nc1nc(-c2sccc2Cl)cs1)c1cc(Cl)ccc1Cl. The result is 1 (inhibitor). (2) The molecule is CCc1cc2c(nc1CC)CCN(CC/C(C)=N/O[C@@H](C)c1cc(-c3c(C)cc(C)cc3C)no1)C2. The result is 1 (inhibitor). (3) The drug is CN1CCN(CCCBr)CC1. The result is 0 (non-inhibitor). (4) The drug is O=S(=O)(c1ccccc1)N1CCC2(CCCN(Cc3ccccc3)C2)CC1. The result is 1 (inhibitor). (5) The drug is COc1ccccc1CN1CC[C@@]2(CCCN(C(=O)c3ccncc3)C2)C1. The result is 1 (inhibitor).